Dataset: Peptide-MHC class II binding affinity with 134,281 pairs from IEDB. Task: Regression. Given a peptide amino acid sequence and an MHC pseudo amino acid sequence, predict their binding affinity value. This is MHC class II binding data. (1) The peptide sequence is CPKYVKQNTLKLATG. The MHC is HLA-DPA10201-DPB10101 with pseudo-sequence HLA-DPA10201-DPB10101. The binding affinity (normalized) is 0.435. (2) The peptide sequence is IRQAGVQYSR. The MHC is DRB1_0401 with pseudo-sequence DRB1_0401. The binding affinity (normalized) is 0.730. (3) The peptide sequence is HKGIVIKSKKKGSTP. The MHC is DRB1_0404 with pseudo-sequence DRB1_0404. The binding affinity (normalized) is 0. (4) The peptide sequence is TRLFTIRQEMANRGL. The MHC is DRB1_0301 with pseudo-sequence DRB1_0301. The binding affinity (normalized) is 0.290. (5) The peptide sequence is TSKLDAAYKLAYKTAEGATP. The MHC is HLA-DPA10301-DPB10402 with pseudo-sequence HLA-DPA10301-DPB10402. The binding affinity (normalized) is 0.395.